From a dataset of Full USPTO retrosynthesis dataset with 1.9M reactions from patents (1976-2016). Predict the reactants needed to synthesize the given product. The reactants are: [Br:1][C:2]1[N:6]2[CH:7]=[CH:8][CH:9]=[CH:10][C:5]2=[C:4]([C:11]([OH:13])=O)[N:3]=1.Cl.[CH3:15][NH:16][O:17][CH3:18].C1C=NC2N(O)N=NC=2C=1.CCN=C=NCCCN(C)C.Cl. Given the product [Br:1][C:2]1[N:6]2[CH:7]=[CH:8][CH:9]=[CH:10][C:5]2=[C:4]([C:11]([N:16]([O:17][CH3:18])[CH3:15])=[O:13])[N:3]=1, predict the reactants needed to synthesize it.